Task: Predict the reaction yield, written as a fraction of the theoretical maximum amount of product (1.0 means a 100% yield; for example, 0.34 means a 34% yield).. Dataset: Reaction yield outcomes from USPTO patents with 853,638 reactions (1) The reactants are [OH:1][CH2:2][C:3]1[CH:8]=[CH:7][CH:6]=[C:5]([CH2:9][OH:10])[C:4]=1[Br:11].C1C=C[NH+]=CC=1.[O-][Cr](Cl)(=O)=O. The product is [Br:11][C:4]1[C:5]([CH:9]=[O:10])=[CH:6][CH:7]=[CH:8][C:3]=1[CH:2]=[O:1]. The yield is 0.924. The catalyst is C(Cl)Cl. (2) The reactants are [CH:1]1([S:7]([N:10]2[C:18]3[C:13](=[CH:14][C:15]([N+:19]([O-])=O)=[CH:16][CH:17]=3)[C:12]([C:22]3[CH2:23][CH2:24][N:25]([CH3:28])[CH2:26][CH:27]=3)=[CH:11]2)(=[O:9])=[O:8])[CH2:6][CH2:5][CH2:4][CH2:3][CH2:2]1. The catalyst is C(O)C.[Pd]. The product is [NH2:19][C:15]1[CH:14]=[C:13]2[C:18](=[CH:17][CH:16]=1)[N:10]([S:7]([CH:1]1[CH2:2][CH2:3][CH2:4][CH2:5][CH2:6]1)(=[O:9])=[O:8])[CH:11]=[C:12]2[C:22]1[CH2:23][CH2:24][N:25]([CH3:28])[CH2:26][CH:27]=1. The yield is 0.400. (3) The reactants are [CH3:1][C:2]12[CH2:18][CH2:17][CH:16]([O:19][C:20](=[O:60])[NH:21][CH2:22][CH2:23][CH2:24][CH2:25][CH2:26][C:27]([N:29]3[CH2:33][CH:32]([OH:34])[CH2:31][CH:30]3[CH:35]([C:54]3[CH:59]=[CH:58][CH:57]=[CH:56][CH:55]=3)[O:36][CH:37]([C:46]3[CH:51]=[CH:50][C:49]([O:52][CH3:53])=[CH:48][CH:47]=3)[C:38]3[CH:43]=[CH:42][C:41]([O:44][CH3:45])=[CH:40][CH:39]=3)=[O:28])[CH2:15][C:14]1=[CH:13][CH2:12][CH:11]1[CH:3]2[CH2:4][CH2:5][C:6]2([CH3:69])[CH:10]1[CH2:9][CH2:8][CH:7]2[CH2:61][CH2:62][CH2:63][CH2:64][CH2:65][CH2:66][CH2:67][CH3:68].P(OC[C@@H]1CC(O)CN1)(O[C@H]1CC[C@@]2(C)C(=CC[C@@H]3[C@@H]2CC[C@@]2(C)[C@H]3CC[C@@H]2[C@H](C)CCCC(C)C)C1)N.[C:108]1(=[O:114])[O:113][C:111](=[O:112])[CH2:110][CH2:109]1.C(N(CC)CC)C. The catalyst is CN(C1C=CN=CC=1)C.ClCCl. The product is [CH3:53][O:52][C:49]1[CH:50]=[CH:51][C:46]([CH:37]([C:38]2[CH:43]=[CH:42][C:41]([O:44][CH3:45])=[CH:40][CH:39]=2)[O:36][CH:35]([C:54]2[CH:55]=[CH:56][CH:57]=[CH:58][CH:59]=2)[CH:30]2[N:29]([C:27](=[O:28])[CH2:26][CH2:25][CH2:24][CH2:23][CH2:22][NH:21][C:20]([O:19][CH:16]3[CH2:15][C:14]4[C:2]([CH3:1])([CH:3]5[CH:11]([CH2:12][CH:13]=4)[CH:10]4[C:6]([CH3:69])([CH:7]([CH2:61][CH2:62][CH2:63][CH2:64][CH2:65][CH2:66][CH2:67][CH3:68])[CH2:8][CH2:9]4)[CH2:5][CH2:4]5)[CH2:18][CH2:17]3)=[O:60])[CH2:33][CH:32]([O:34][C:108](=[O:114])[CH2:109][CH2:110][C:111]([OH:113])=[O:112])[CH2:31]2)=[CH:47][CH:48]=1. The yield is 0.890. (4) The catalyst is C(Cl)Cl. The product is [CH3:10][O:11][C:12]1[CH:17]=[CH:16][CH:15]=[CH:14][C:13]=1[N:18]1[CH2:19][CH2:20][N:21]([CH2:24][CH:25]2[CH2:30][CH2:29][CH2:28][N:27]([C:1]([C:2]3[CH:7]=[CH:6][CH:5]=[CH:4][CH:3]=3)=[O:8])[CH2:26]2)[CH2:22][CH2:23]1. The yield is 0.790. The reactants are [C:1](Cl)(=[O:8])[C:2]1[CH:7]=[CH:6][CH:5]=[CH:4][CH:3]=1.[CH3:10][O:11][C:12]1[CH:17]=[CH:16][CH:15]=[CH:14][C:13]=1[N:18]1[CH2:23][CH2:22][N:21]([CH2:24][CH:25]2[CH2:30][CH2:29][CH2:28][NH:27][CH2:26]2)[CH2:20][CH2:19]1.C(N(CC)CC)C. (5) The reactants are [CH2:1]([N:3]([CH2:8][CH3:9])[CH2:4][CH2:5][C:6]#[N:7])[CH3:2].[NH2:10][OH:11]. The catalyst is CCO. The product is [CH2:1]([N:3]([CH2:8][CH3:9])[CH2:4][CH2:5][C:6](=[N:10][OH:11])[NH2:7])[CH3:2]. The yield is 0.926.